This data is from Reaction yield outcomes from USPTO patents with 853,638 reactions. The task is: Predict the reaction yield, written as a fraction of the theoretical maximum amount of product (1.0 means a 100% yield; for example, 0.34 means a 34% yield). (1) The reactants are [F:1][C:2]1[C:3]([CH3:25])=[C:4]([C@:8]2([C:21]([O:23][CH3:24])=[O:22])[CH2:12][CH2:11][C:10](OS(C(F)(F)F)(=O)=O)=[CH:9]2)[CH:5]=[CH:6][CH:7]=1.Br[C:27]1[CH:28]=[C:29]([F:34])[C:30]([F:33])=[N:31][CH:32]=1. No catalyst specified. The product is [F:34][C:29]1[CH:28]=[C:27]([C:10]2[CH2:11][CH2:12][C@:8]([C:4]3[CH:5]=[CH:6][CH:7]=[C:2]([F:1])[C:3]=3[CH3:25])([C:21]([O:23][CH3:24])=[O:22])[CH:9]=2)[CH:32]=[N:31][C:30]=1[F:33]. The yield is 0.660. (2) The catalyst is C1COCC1.O. The product is [Br:9][C:10]1[CH:11]=[CH:12][C:13]([CH:16]2[CH2:20][CH2:19][N:18]([S:22]([CH3:21])(=[O:24])=[O:23])[CH2:17]2)=[CH:14][CH:15]=1. The yield is 1.00. The reactants are C(N(CC)CC)C.Cl.[Br:9][C:10]1[CH:15]=[CH:14][C:13]([CH:16]2[CH2:20][CH2:19][NH:18][CH2:17]2)=[CH:12][CH:11]=1.[CH3:21][S:22](Cl)(=[O:24])=[O:23]. (3) The reactants are [OH:1][C@H:2]([C:36]1[CH:45]=[CH:44][C:43]([OH:46])=[C:42]2[C:37]=1[CH:38]=[CH:39][C:40](=[O:47])[NH:41]2)[CH2:3][NH:4][CH2:5][CH2:6][CH2:7][CH2:8][CH2:9][CH2:10][CH2:11][CH2:12][CH2:13][N:14]1[CH2:19][CH2:18][CH:17]([O:20][C:21](=[O:35])[NH:22][C:23]2[CH:28]=[CH:27][CH:26]=[CH:25][C:24]=2[C:29]2[CH:34]=[CH:33][CH:32]=[CH:31][CH:30]=2)[CH2:16][CH2:15]1.[C:48]1([S:62]([OH:65])(=[O:64])=[O:63])[C:57]2[CH:56]=[CH:55][CH:54]=[C:53]([S:58]([OH:61])(=[O:60])=[O:59])[C:52]=2[CH:51]=[CH:50][CH:49]=1. The catalyst is CO. The product is [C:48]1([S:62]([OH:65])(=[O:64])=[O:63])[C:57]2[CH:56]=[CH:55][CH:54]=[C:53]([S:58]([OH:61])(=[O:60])=[O:59])[C:52]=2[CH:51]=[CH:50][CH:49]=1.[OH:1][C@H:2]([C:36]1[CH:45]=[CH:44][C:43]([OH:46])=[C:42]2[C:37]=1[CH:38]=[CH:39][C:40](=[O:47])[NH:41]2)[CH2:3][NH:4][CH2:5][CH2:6][CH2:7][CH2:8][CH2:9][CH2:10][CH2:11][CH2:12][CH2:13][N:14]1[CH2:15][CH2:16][CH:17]([O:20][C:21](=[O:35])[NH:22][C:23]2[CH:28]=[CH:27][CH:26]=[CH:25][C:24]=2[C:29]2[CH:30]=[CH:31][CH:32]=[CH:33][CH:34]=2)[CH2:18][CH2:19]1. The yield is 0.800. (4) The reactants are Br[C:2]1[CH:19]=[C:18]2[C:5]([CH2:6][C:7]3([C:11]42[N:15]=[C:14]([NH2:16])[C:13]([CH3:17])=[N:12]4)[CH2:10][CH2:9][CH2:8]3)=[CH:4][CH:3]=1.[CH3:20][C:21]([CH3:25])([CH3:24])[C:22]#[CH:23].C(N(CC)CC)C. The catalyst is CN(C=O)C.C1C=CC([P]([Pd]([P](C2C=CC=CC=2)(C2C=CC=CC=2)C2C=CC=CC=2)([P](C2C=CC=CC=2)(C2C=CC=CC=2)C2C=CC=CC=2)[P](C2C=CC=CC=2)(C2C=CC=CC=2)C2C=CC=CC=2)(C2C=CC=CC=2)C2C=CC=CC=2)=CC=1. The product is [CH3:20][C:21]([CH3:25])([CH3:24])[C:22]#[C:23][C:2]1[CH:19]=[C:18]2[C:5]([CH2:6][C:7]3([C:11]42[N:15]=[C:14]([NH2:16])[C:13]([CH3:17])=[N:12]4)[CH2:10][CH2:9][CH2:8]3)=[CH:4][CH:3]=1. The yield is 0.380. (5) The reactants are [OH:1][C:2]1[CH:10]=[CH:9][C:8]([C:11]2[N:12]([C:27]([O:29][C:30]([CH3:33])([CH3:32])[CH3:31])=[O:28])[C:13]3[C:18]([CH:19]=2)=[CH:17][C:16]([CH2:20][N:21]2[CH2:26][CH2:25][CH2:24][CH2:23][CH2:22]2)=[CH:15][CH:14]=3)=[C:7]2[C:3]=1[CH2:4][NH:5][C:6]2=[O:34].C(N(CC)CC)C.[CH3:42][C:43]1[C:47]([S:48](Cl)(=[O:50])=[O:49])=[C:46]([CH3:52])[O:45][N:44]=1. The catalyst is C(#N)C. The product is [CH3:42][C:43]1[C:47]([S:48]([O:1][C:2]2[CH:10]=[CH:9][C:8]([C:11]3[N:12]([C:27]([O:29][C:30]([CH3:31])([CH3:33])[CH3:32])=[O:28])[C:13]4[C:18]([CH:19]=3)=[CH:17][C:16]([CH2:20][N:21]3[CH2:26][CH2:25][CH2:24][CH2:23][CH2:22]3)=[CH:15][CH:14]=4)=[C:7]3[C:3]=2[CH2:4][NH:5][C:6]3=[O:34])(=[O:50])=[O:49])=[C:46]([CH3:52])[O:45][N:44]=1. The yield is 0.230. (6) The reactants are [CH3:1][C:2]1[C:3]([C:16]([O:18][CH3:19])=[O:17])=[CH:4][S:5][C:6]=1B1OC(C)(C)C(C)(C)O1.FC(F)(F)S(O/[C:26](/[C@H:29]1[CH2:34][CH2:33][C@H:32]([NH:35][C:36]([O:38][C:39]([CH3:42])([CH3:41])[CH3:40])=[O:37])[CH2:31][CH2:30]1)=[CH:27]/[CH3:28])(=O)=O.C([O-])(O)=O.[Na+].N#N. The catalyst is O1CCOCC1.O.CCOC(C)=O.C1C=CC([P]([Pd]([P](C2C=CC=CC=2)(C2C=CC=CC=2)C2C=CC=CC=2)([P](C2C=CC=CC=2)(C2C=CC=CC=2)C2C=CC=CC=2)[P](C2C=CC=CC=2)(C2C=CC=CC=2)C2C=CC=CC=2)(C2C=CC=CC=2)C2C=CC=CC=2)=CC=1. The product is [C:39]([O:38][C:36]([NH:35][C@H:32]1[CH2:33][CH2:34][C@H:29](/[C:26](/[C:6]2[S:5][CH:4]=[C:3]([C:16]([O:18][CH3:19])=[O:17])[C:2]=2[CH3:1])=[CH:27]\[CH3:28])[CH2:30][CH2:31]1)=[O:37])([CH3:42])([CH3:41])[CH3:40]. The yield is 0.701. (7) The reactants are [C:1]([CH2:3]P(=O)(OCC)OCC)#[N:2].CC(C)([O-])C.[K+].[N:18]1([C:24]2[CH:25]=[N:26][CH:27]=[C:28]([CH:31]=2)[CH:29]=O)[CH2:23][CH2:22][O:21][CH2:20][CH2:19]1. The catalyst is C1COCC1. The product is [N:18]1([C:24]2[CH:31]=[C:28](/[CH:29]=[CH:3]/[C:1]#[N:2])[CH:27]=[N:26][CH:25]=2)[CH2:23][CH2:22][O:21][CH2:20][CH2:19]1. The yield is 1.00. (8) The reactants are [CH2:1]([O:3][C:4](=[O:20])[CH:5]([C:11]1[CH:16]=[CH:15][C:14]([N+:17]([O-])=O)=[CH:13][CH:12]=1)[C:6]([O:8][CH2:9][CH3:10])=[O:7])[CH3:2].[H][H]. The catalyst is [Pd].C(OCC)(=O)C. The product is [CH2:9]([O:8][C:6](=[O:7])[CH:5]([C:11]1[CH:16]=[CH:15][C:14]([NH2:17])=[CH:13][CH:12]=1)[C:4]([O:3][CH2:1][CH3:2])=[O:20])[CH3:10]. The yield is 0.900. (9) The reactants are [CH3:1][N:2]([CH:13]1[CH:18]([CH3:19])[CH2:17][CH2:16][NH:15][CH2:14]1)[C:3]1[C:4]2[CH2:11][C:10](=[O:12])[NH:9][C:5]=2[N:6]=[CH:7][N:8]=1.[C:20]([CH2:22][C:23](O)=[O:24])#[N:21].CCN(C(C)C)C(C)C.F[P-](F)(F)(F)(F)F.N1(OC(N(C)C)=[N+](C)C)C2N=CC=CC=2N=N1. The catalyst is CN(C=O)C.C(Cl)(Cl)Cl.CO. The product is [CH3:19][CH:18]1[CH2:17][CH2:16][N:15]([C:23](=[O:24])[CH2:22][C:20]#[N:21])[CH2:14][CH:13]1[N:2]([CH3:1])[C:3]1[C:4]2[CH2:11][C:10](=[O:12])[NH:9][C:5]=2[N:6]=[CH:7][N:8]=1. The yield is 0.800.